Dataset: Reaction yield outcomes from USPTO patents with 853,638 reactions. Task: Predict the reaction yield, written as a fraction of the theoretical maximum amount of product (1.0 means a 100% yield; for example, 0.34 means a 34% yield). (1) The reactants are [CH2:1]([O:8][C:9]1[C:14]([C:15]#[N:16])=[C:13](Br)[N:12]=[CH:11][CH:10]=1)[C:2]1[CH:7]=[CH:6][CH:5]=[CH:4][CH:3]=1.O.[NH2:19][NH2:20]. The catalyst is C1COCC1. The product is [CH2:1]([O:8][C:9]1[C:14]([C:15]#[N:16])=[C:13]([NH:19][NH2:20])[N:12]=[CH:11][CH:10]=1)[C:2]1[CH:7]=[CH:6][CH:5]=[CH:4][CH:3]=1. The yield is 0.950. (2) The reactants are FC(F)(F)C(OC(=O)C(F)(F)F)=O.[Br:14][C:15]1[CH:31]=[CH:30][C:18]([O:19][CH2:20][C:21]2[CH:29]=[CH:28][CH:27]=[CH:26][C:22]=2[C:23]([OH:25])=O)=[CH:17][CH:16]=1.B(F)(F)F.CCOCC. The catalyst is ClCCl. The product is [Br:14][C:15]1[CH:16]=[CH:17][C:18]2[O:19][CH2:20][C:21]3[CH:29]=[CH:28][CH:27]=[CH:26][C:22]=3[C:23](=[O:25])[C:30]=2[CH:31]=1. The yield is 0.910. (3) The reactants are [CH3:1][O:2][C:3](=[O:34])[CH2:4][CH2:5][C:6]1[CH:11]=[CH:10][C:9]([O:12][CH2:13][CH2:14][CH:15]([O:17][C:18]2[CH:23]=[CH:22][C:21](Br)=[CH:20][C:19]=2[C:25](=[O:32])[C:26]2[CH:31]=[CH:30][CH:29]=[CH:28][CH:27]=2)[CH3:16])=[CH:8][C:7]=1[CH3:33].[CH2:35](B(O)O)[CH2:36][CH2:37][CH3:38].[F-].[Cs+]. The catalyst is O1CCOCC1.[Pd](Cl)Cl.C1(P(C2C=CC=CC=2)[C-]2C=CC=C2)C=CC=CC=1.[C-]1(P(C2C=CC=CC=2)C2C=CC=CC=2)C=CC=C1.[Fe+2]. The product is [CH3:1][O:2][C:3](=[O:34])[CH2:4][CH2:5][C:6]1[CH:11]=[CH:10][C:9]([O:12][CH2:13][CH2:14][CH:15]([O:17][C:18]2[CH:23]=[CH:22][C:21]([CH2:35][CH2:36][CH2:37][CH3:38])=[CH:20][C:19]=2[C:25](=[O:32])[C:26]2[CH:31]=[CH:30][CH:29]=[CH:28][CH:27]=2)[CH3:16])=[CH:8][C:7]=1[CH3:33]. The yield is 0.540. (4) The reactants are [CH3:1][N:2]1[CH2:7][CH2:6][N:5]([C:8]2[CH:13]=[CH:12][C:11]([N+:14]([O-])=O)=[CH:10][CH:9]=2)[CH2:4][CH2:3]1. The catalyst is [Pd].[C].CO.C(OCC)(=O)C. The product is [CH3:1][N:2]1[CH2:3][CH2:4][N:5]([C:8]2[CH:13]=[CH:12][C:11]([NH2:14])=[CH:10][CH:9]=2)[CH2:6][CH2:7]1. The yield is 1.00. (5) The reactants are [F:1][C:2]1[CH:21]=[C:20]([N+:22]([O-:24])=[O:23])[CH:19]=[CH:18][C:3]=1[O:4][C:5]1[CH:10]=[CH:9][N:8]=[C:7]2[CH:11]=[C:12]([C:14]([O:16]C)=[O:15])[S:13][C:6]=12.[OH-].[K+]. The catalyst is C1COCC1. The product is [F:1][C:2]1[CH:21]=[C:20]([N+:22]([O-:24])=[O:23])[CH:19]=[CH:18][C:3]=1[O:4][C:5]1[CH:10]=[CH:9][N:8]=[C:7]2[CH:11]=[C:12]([C:14]([OH:16])=[O:15])[S:13][C:6]=12. The yield is 0.960. (6) The reactants are [Br:1][C:2]1[C:11]([Cl:12])=[C:10]([CH2:13][C:14]2[CH:19]=[CH:18][C:17]([CH2:20][CH3:21])=[CH:16][CH:15]=2)[CH:9]=[C:8]([CH:22]2[C@H:27]([O:28][CH2:29][C:30]3[CH:35]=[CH:34][CH:33]=[CH:32][CH:31]=3)[C@@H:26]([O:36][CH2:37][C:38]3[CH:43]=[CH:42][CH:41]=[CH:40][CH:39]=3)[C@H:25]([O:44][CH2:45][C:46]3[CH:51]=[CH:50][CH:49]=[CH:48][CH:47]=3)[C@@H:24]([CH2:52][O:53][CH2:54][C:55]3[CH:60]=[CH:59][CH:58]=[CH:57][CH:56]=3)[O:23]2)[C:3]=1[O:4][CH2:5]CO.C1(P(C2C=CC=CC=2)C2C=CC=CC=2)C=CC=CC=1.[C:80]([Cl:84])(Cl)(Cl)Cl. No catalyst specified. The product is [CH2:45]([O:44][C@H:25]1[C@H:26]([O:36][CH2:37][C:38]2[CH:39]=[CH:40][CH:41]=[CH:42][CH:43]=2)[C@@H:27]([O:28][CH2:29][C:30]2[CH:35]=[CH:34][CH:33]=[CH:32][CH:31]=2)[CH:22]([C:8]2[CH:9]=[C:10]([CH2:13][C:14]3[CH:15]=[CH:16][C:17]([CH2:20][CH3:21])=[CH:18][CH:19]=3)[C:11]([Cl:12])=[C:2]([Br:1])[C:3]=2[O:4][CH2:5][CH2:80][Cl:84])[O:23][C@@H:24]1[CH2:52][O:53][CH2:54][C:55]1[CH:56]=[CH:57][CH:58]=[CH:59][CH:60]=1)[C:46]1[CH:51]=[CH:50][CH:49]=[CH:48][CH:47]=1. The yield is 0.520.